From a dataset of NCI-60 drug combinations with 297,098 pairs across 59 cell lines. Regression. Given two drug SMILES strings and cell line genomic features, predict the synergy score measuring deviation from expected non-interaction effect. (1) Drug 1: CC(C1=C(C=CC(=C1Cl)F)Cl)OC2=C(N=CC(=C2)C3=CN(N=C3)C4CCNCC4)N. Drug 2: CC12CCC3C(C1CCC2O)C(CC4=C3C=CC(=C4)O)CCCCCCCCCS(=O)CCCC(C(F)(F)F)(F)F. Cell line: OVCAR-4. Synergy scores: CSS=2.10, Synergy_ZIP=0.623, Synergy_Bliss=2.89, Synergy_Loewe=1.15, Synergy_HSA=1.85. (2) Drug 1: CC1C(C(CC(O1)OC2CC(OC(C2O)C)OC3=CC4=CC5=C(C(=O)C(C(C5)C(C(=O)C(C(C)O)O)OC)OC6CC(C(C(O6)C)O)OC7CC(C(C(O7)C)O)OC8CC(C(C(O8)C)O)(C)O)C(=C4C(=C3C)O)O)O)O. Drug 2: C1CCC(C(C1)N)N.C(=O)(C(=O)[O-])[O-].[Pt+4]. Cell line: PC-3. Synergy scores: CSS=32.9, Synergy_ZIP=-4.11, Synergy_Bliss=-0.153, Synergy_Loewe=-10.3, Synergy_HSA=-0.428. (3) Drug 1: C1CC(CNC1)C2=CC=C(C=C2)N3C=C4C=CC=C(C4=N3)C(=O)N. Synergy scores: CSS=16.9, Synergy_ZIP=-9.23, Synergy_Bliss=-9.70, Synergy_Loewe=-2.10, Synergy_HSA=-1.27. Cell line: T-47D. Drug 2: CC1=C(C(=CC=C1)Cl)NC(=O)C2=CN=C(S2)NC3=CC(=NC(=N3)C)N4CCN(CC4)CCO. (4) Drug 1: C1=C(C(=O)NC(=O)N1)F. Drug 2: CN(CC1=CN=C2C(=N1)C(=NC(=N2)N)N)C3=CC=C(C=C3)C(=O)NC(CCC(=O)O)C(=O)O. Cell line: NCI-H322M. Synergy scores: CSS=25.9, Synergy_ZIP=11.8, Synergy_Bliss=6.78, Synergy_Loewe=4.02, Synergy_HSA=4.27. (5) Drug 1: CC12CCC(CC1=CCC3C2CCC4(C3CC=C4C5=CN=CC=C5)C)O. Drug 2: C1=CC(=CC=C1CCC2=CNC3=C2C(=O)NC(=N3)N)C(=O)NC(CCC(=O)O)C(=O)O. Cell line: SK-MEL-28. Synergy scores: CSS=20.4, Synergy_ZIP=2.40, Synergy_Bliss=5.67, Synergy_Loewe=1.99, Synergy_HSA=4.85. (6) Drug 1: CCC(=C(C1=CC=CC=C1)C2=CC=C(C=C2)OCCN(C)C)C3=CC=CC=C3.C(C(=O)O)C(CC(=O)O)(C(=O)O)O. Drug 2: CCCCCOC(=O)NC1=NC(=O)N(C=C1F)C2C(C(C(O2)C)O)O. Cell line: KM12. Synergy scores: CSS=-8.94, Synergy_ZIP=4.07, Synergy_Bliss=0.772, Synergy_Loewe=-6.64, Synergy_HSA=-5.77. (7) Drug 1: CC1C(C(=O)NC(C(=O)N2CCCC2C(=O)N(CC(=O)N(C(C(=O)O1)C(C)C)C)C)C(C)C)NC(=O)C3=C4C(=C(C=C3)C)OC5=C(C(=O)C(=C(C5=N4)C(=O)NC6C(OC(=O)C(N(C(=O)CN(C(=O)C7CCCN7C(=O)C(NC6=O)C(C)C)C)C)C(C)C)C)N)C. Drug 2: CCC(=C(C1=CC=CC=C1)C2=CC=C(C=C2)OCCN(C)C)C3=CC=CC=C3.C(C(=O)O)C(CC(=O)O)(C(=O)O)O. Cell line: A549. Synergy scores: CSS=62.5, Synergy_ZIP=20.0, Synergy_Bliss=20.3, Synergy_Loewe=15.9, Synergy_HSA=21.4.